Dataset: Experimentally validated miRNA-target interactions with 360,000+ pairs, plus equal number of negative samples. Task: Binary Classification. Given a miRNA mature sequence and a target amino acid sequence, predict their likelihood of interaction. (1) The miRNA is hsa-miR-485-3p with sequence GUCAUACACGGCUCUCCUCUCU. The protein sequence of the target gene is MEPCELQNELVSAEGRNRKAVLCQRCGSRVLQPGTALFSRRQLFLPSMRKKPDLADGSNPDGDLLQEHWLVNDMFTFENVGFTKDVGNIKFLVCADCEIGPIGWHCLDDKNSFYVALERVSHE. Result: 0 (no interaction). (2) The miRNA is hsa-miR-6856-3p with sequence UACAGCCCUGUGAUCUUUCCAG. The protein sequence of the target gene is MEGGAAAATPTALPYYVAFSQLLGLTLVAMTGAWLGLYRGGIAWESDLQFNAHPLCMVIGLIFLQGNALLVYRVFRNEAKRTTKVLHGLLHIFALVIALVGLVAVFDYHRKKGYADLYSLHSWCGILVFVLYFVQWLVGFSFFLFPGASFSLRSRYRPQHIFFGATIFLLSVGTALLGLKEALLFNLGGKYSAFEPEGVLANVLGLLLACFGGAVLYILTRADWKRPSQAEEQALSMDFKTLTEGDSPGSQ. Result: 0 (no interaction).